This data is from Catalyst prediction with 721,799 reactions and 888 catalyst types from USPTO. The task is: Predict which catalyst facilitates the given reaction. (1) Reactant: [F:1][C:2]1[C:7]([CH3:8])=[CH:6][C:5]([OH:9])=[C:4]([CH3:10])[C:3]=1[NH:11][CH2:12][C:13]1[CH:18]=[C:17]([C:19]2[CH:24]=[CH:23][CH:22]=[C:21]([F:25])[CH:20]=2)[CH:16]=[CH:15][C:14]=1[F:26].C([O-])([O-])=O.[Cs+].[Cs+].Br[CH2:34][C:35]([O:37][CH:38]([CH3:40])[CH3:39])=[O:36].O. Product: [F:1][C:2]1[C:7]([CH3:8])=[CH:6][C:5]([O:9][CH2:34][C:35]([O:37][CH:38]([CH3:40])[CH3:39])=[O:36])=[C:4]([CH3:10])[C:3]=1[NH:11][CH2:12][C:13]1[CH:18]=[C:17]([C:19]2[CH:24]=[CH:23][CH:22]=[C:21]([F:25])[CH:20]=2)[CH:16]=[CH:15][C:14]=1[F:26]. The catalyst class is: 3. (2) Reactant: [Br:1][C:2]1[CH:3]=[C:4]([C:8]2[C:13]([Cl:14])=[CH:12][N:11]=[C:10](F)[CH:9]=2)[CH:5]=[N:6][CH:7]=1.[C@H:16]1([NH2:23])[CH2:21][CH2:20][C@H:19]([NH2:22])[CH2:18][CH2:17]1.CS(C)=O. Product: [Br:1][C:2]1[CH:3]=[C:4]([C:8]2[C:13]([Cl:14])=[CH:12][N:11]=[C:10]([NH:22][C@H:19]3[CH2:20][CH2:21][C@H:16]([NH2:23])[CH2:17][CH2:18]3)[CH:9]=2)[CH:5]=[N:6][CH:7]=1. The catalyst class is: 13.